Dataset: Full USPTO retrosynthesis dataset with 1.9M reactions from patents (1976-2016). Task: Predict the reactants needed to synthesize the given product. (1) The reactants are: [CH2:1]([C:3]1[CH:4]=[N:5][C:6]([NH:9][CH:10]2[CH2:15][CH2:14][NH:13][CH2:12][CH2:11]2)=[N:7][CH:8]=1)[CH3:2].[CH2:16]([O:18][C:19]1[CH:20]=[C:21]([CH:24]=[CH:25][C:26]=1[O:27][CH3:28])[CH:22]=O)[CH3:17].C(O)(=O)C.C([BH3-])#N.[Na+]. Given the product [CH2:16]([O:18][C:19]1[CH:20]=[C:21]([CH:24]=[CH:25][C:26]=1[O:27][CH3:28])[CH2:22][N:13]1[CH2:14][CH2:15][CH:10]([NH:9][C:6]2[N:5]=[CH:4][C:3]([CH2:1][CH3:2])=[CH:8][N:7]=2)[CH2:11][CH2:12]1)[CH3:17], predict the reactants needed to synthesize it. (2) Given the product [CH2:20]([C:19]1([C:16]2[CH:15]=[CH:14][C:13]([F:12])=[CH:18][CH:17]=2)[CH2:8][O:22]1)[CH3:21], predict the reactants needed to synthesize it. The reactants are: CS(C)=O.[H-].[Na+].[I-].[CH3:8][S+](C)C.[F:12][C:13]1[CH:18]=[CH:17][C:16]([C:19](=[O:22])[CH2:20][CH3:21])=[CH:15][CH:14]=1. (3) Given the product [CH:19]1([CH2:24][C@H:25]([C:29]2[CH:34]=[CH:33][C:32]([Cl:35])=[C:31]([Cl:36])[CH:30]=2)[C:26]([NH:10][C:7]2[CH:8]=[CH:9][N:5]([CH2:4][CH2:3][O:2][CH3:1])[N:6]=2)=[O:27])[CH2:23][CH2:22][CH2:21][CH2:20]1, predict the reactants needed to synthesize it. The reactants are: [CH3:1][O:2][CH2:3][CH2:4][N:5]1[CH:9]=[CH:8][C:7]([NH2:10])=[N:6]1.N1C(C)=CC=CC=1C.[CH:19]1([CH2:24][C@H:25]([C:29]2[CH:34]=[CH:33][C:32]([Cl:35])=[C:31]([Cl:36])[CH:30]=2)[C:26](Cl)=[O:27])[CH2:23][CH2:22][CH2:21][CH2:20]1. (4) Given the product [NH:1]1[C:9]2[C:4](=[CH:5][C:6]([O:10][C:11]3[CH:16]=[CH:15][N:14]=[C:13]([CH2:17][N:21]([CH3:19])[C:34](=[O:35])[O:36][C:37]([CH3:40])([CH3:39])[CH3:38])[N:12]=3)=[CH:7][CH:8]=2)[CH:3]=[CH:2]1, predict the reactants needed to synthesize it. The reactants are: [NH:1]1[C:9]2[C:4](=[CH:5][C:6]([O:10][C:11]3[CH:16]=[CH:15][N:14]=[C:13]([CH2:17]O)[N:12]=3)=[CH:7][CH:8]=2)[CH:3]=[CH:2]1.[CH2:19]([N:21](CC)CC)C.CS(Cl)(=O)=O.CN.O.[C:34](O[C:34]([O:36][C:37]([CH3:40])([CH3:39])[CH3:38])=[O:35])([O:36][C:37]([CH3:40])([CH3:39])[CH3:38])=[O:35]. (5) Given the product [CH3:1][O:2][C:3]([C:5]1[S:9][C:8]([NH2:10])=[N:7][C:6]=1[CH:11]=[O:12])=[O:4], predict the reactants needed to synthesize it. The reactants are: [CH3:1][O:2][C:3]([C:5]1[S:9][C:8]([NH2:10])=[N:7][C:6]=1[CH2:11][OH:12])=[O:4].CN(C)C=O. (6) Given the product [C:10]([O:14][C:15]([N:17]1[CH2:27][CH2:26][C:20]2([N:24]([CH2:6][C:5]3[CH:8]=[CH:9][C:2]([F:1])=[CH:3][CH:4]=3)[NH:23][C:22](=[O:25])[CH2:21]2)[CH2:19][CH2:18]1)=[O:16])([CH3:13])([CH3:11])[CH3:12], predict the reactants needed to synthesize it. The reactants are: [F:1][C:2]1[CH:9]=[CH:8][C:5]([CH2:6]Br)=[CH:4][CH:3]=1.[C:10]([O:14][C:15]([N:17]1[CH2:27][CH2:26][C:20]2([NH:24][NH:23][C:22](=[O:25])[CH2:21]2)[CH2:19][CH2:18]1)=[O:16])([CH3:13])([CH3:12])[CH3:11].